The task is: Predict the product of the given reaction.. This data is from Forward reaction prediction with 1.9M reactions from USPTO patents (1976-2016). (1) Given the reactants [F:1][C:2]1[CH:14]=[CH:13][CH:12]=[C:11]2[C:3]=1[CH:4]1[CH:9]([NH:10]2)[CH2:8][C:7]([CH3:16])([CH3:15])[CH2:6][C:5]1=[O:17].[H-].[Na+].Br[CH2:21][CH2:22][CH2:23][CH2:24][CH2:25][C:26]([O:28][CH2:29][CH3:30])=[O:27].C([O-])(O)=O.[Na+], predict the reaction product. The product is: [F:1][C:2]1[CH:14]=[CH:13][CH:12]=[C:11]2[C:3]=1[CH:4]1[CH:9]([N:10]2[CH2:21][CH2:22][CH2:23][CH2:24][CH2:25][C:26]([O:28][CH2:29][CH3:30])=[O:27])[CH2:8][C:7]([CH3:15])([CH3:16])[CH2:6][C:5]1=[O:17]. (2) Given the reactants Br[C:2]1[CH:3]=[C:4]([CH:7]=[C:8]([CH:10]2[O:14][CH2:13][CH2:12][O:11]2)[CH:9]=1)[C:5]#[N:6].[CH2:15]([OH:18])[C:16]#[CH:17].N1CCCC1, predict the reaction product. The product is: [O:11]1[CH2:12][CH2:13][O:14][CH:10]1[C:8]1[CH:7]=[C:4]([CH:3]=[C:2]([C:17]#[C:16][CH2:15][OH:18])[CH:9]=1)[C:5]#[N:6].